This data is from Full USPTO retrosynthesis dataset with 1.9M reactions from patents (1976-2016). The task is: Predict the reactants needed to synthesize the given product. (1) Given the product [I:1][C:2]1[CH:6]=[C:5]([CH:7]2[CH:13]3[CH:8]2[CH2:9][CH2:10][CH:12]3[OH:11])[N:4]([CH:14]([CH3:16])[CH3:15])[N:3]=1, predict the reactants needed to synthesize it. The reactants are: [I:1][C:2]1[CH:6]=[C:5]([CH:7]2[CH:13]3[CH:8]2[CH2:9][CH:10]2[CH:12]3[O:11]2)[N:4]([CH:14]([CH3:16])[CH3:15])[N:3]=1.[Li+].[B-](CC)(CC)CC. (2) Given the product [Br:51][C:52]1[CH:57]=[CH:56][CH:55]=[CH:54][C:53]=1[N:58]([CH3:65])[CH:59]1[CH2:64][CH2:63][N:62]([C:16](=[O:18])[CH2:15][NH:14][C:12]([C:9]2[CH:8]=[C:7]([C:1]3[CH:2]=[CH:3][CH:4]=[CH:5][CH:6]=3)[O:11][N:10]=2)=[O:13])[CH2:61][CH2:60]1, predict the reactants needed to synthesize it. The reactants are: [C:1]1([C:7]2[O:11][N:10]=[C:9]([C:12]([NH:14][CH2:15][C:16]([OH:18])=O)=[O:13])[CH:8]=2)[CH:6]=[CH:5][CH:4]=[CH:3][CH:2]=1.CCN(C(C)C)C(C)C.C1C=CC2N(O)N=NC=2C=1.CCN=C=NCCCN(C)C.Cl.Cl.[Br:51][C:52]1[CH:57]=[CH:56][CH:55]=[CH:54][C:53]=1[N:58]([CH3:65])[CH:59]1[CH2:64][CH2:63][NH:62][CH2:61][CH2:60]1. (3) Given the product [NH2:10][C:9]1[NH:11][C:18](=[O:19])[C:17]([O:16][C:15]2[CH:29]=[CH:30][C:31]([Cl:32])=[C:13]([Cl:12])[CH:14]=2)=[C:23]([C:24]([F:27])([F:25])[F:26])[N:8]=1, predict the reactants needed to synthesize it. The reactants are: C(=O)([O-])[O-].[K+].[K+].Cl.[NH2:8][C:9]([NH2:11])=[NH2+:10].[Cl:12][C:13]1[CH:14]=[C:15]([CH:29]=[CH:30][C:31]=1[Cl:32])[O:16][CH:17]([C:23](=O)[C:24]([F:27])([F:26])[F:25])[C:18](OCC)=[O:19].Cl.